This data is from Forward reaction prediction with 1.9M reactions from USPTO patents (1976-2016). The task is: Predict the product of the given reaction. (1) Given the reactants [CH2:1]([O:7][C:8]1[CH:13]=[CH:12][C:11]([C:14]#[C:15][Si](C)(C)C)=[CH:10][CH:9]=1)[CH2:2][CH2:3][CH2:4][CH2:5][CH3:6].[OH-].[K+].C1COCC1.CO, predict the reaction product. The product is: [C:14]([C:11]1[CH:12]=[CH:13][C:8]([O:7][CH2:1][CH2:2][CH2:3][CH2:4][CH2:5][CH3:6])=[CH:9][CH:10]=1)#[CH:15]. (2) Given the reactants C[O:2][C:3](=[O:24])[C:4]1[C:5](=[C:10]([NH:14][CH2:15][C:16]2[O:17][C:18]([C:21]([OH:23])=[O:22])=[CH:19][CH:20]=2)[CH:11]=[CH:12][CH:13]=1)[C:6]([O:8]C)=[O:7].COCCNC1C=CC=C(C(O)=O)C=1C(O)=O, predict the reaction product. The product is: [C:21]([C:18]1[O:17][C:16]([CH2:15][NH:14][C:10]2[CH:11]=[CH:12][CH:13]=[C:4]([C:3]([OH:24])=[O:2])[C:5]=2[C:6]([OH:8])=[O:7])=[CH:20][CH:19]=1)([OH:23])=[O:22]. (3) Given the reactants [CH3:1][S:2]([C:5]1[CH:29]=[CH:28][C:8]([CH2:9][N:10]2[C:18]3[C:13](=[CH:14][C:15]([CH:19]=[C:20]4[S:24][C:23](SC)=[N:22][C:21]4=[O:27])=[CH:16][CH:17]=3)[CH:12]=[N:11]2)=[C:7]([C:30]([F:33])([F:32])[F:31])[CH:6]=1)(=[O:4])=[O:3].[N:34]1([CH2:40][CH2:41][OH:42])[CH2:39][CH2:38][NH:37][CH2:36][CH2:35]1, predict the reaction product. The product is: [OH:42][CH2:41][CH2:40][N:34]1[CH2:39][CH2:38][N:37]([C:23]2[S:24][C:20](=[CH:19][C:15]3[CH:14]=[C:13]4[C:18](=[CH:17][CH:16]=3)[N:10]([CH2:9][C:8]3[CH:28]=[CH:29][C:5]([S:2]([CH3:1])(=[O:3])=[O:4])=[CH:6][C:7]=3[C:30]([F:33])([F:31])[F:32])[N:11]=[CH:12]4)[C:21](=[O:27])[N:22]=2)[CH2:36][CH2:35]1. (4) Given the reactants [NH2:1][C:2]1[CH:3]=[C:4]([CH:7]=[CH:8][N:9]=1)[C:5]#[N:6].CCN(CC)CC, predict the reaction product. The product is: [NH2:6][CH2:5][C:4]1[CH:7]=[CH:8][N:9]=[C:2]([NH2:1])[CH:3]=1.